This data is from Peptide-MHC class I binding affinity with 185,985 pairs from IEDB/IMGT. The task is: Regression. Given a peptide amino acid sequence and an MHC pseudo amino acid sequence, predict their binding affinity value. This is MHC class I binding data. (1) The peptide sequence is YLQYGWSYFQ. The MHC is Mamu-A2201 with pseudo-sequence Mamu-A2201. The binding affinity (normalized) is 0. (2) The peptide sequence is LTDAFHGYH. The MHC is HLA-B15:09 with pseudo-sequence HLA-B15:09. The binding affinity (normalized) is 0.0847. (3) The peptide sequence is STPMFNDI. The MHC is H-2-Kb with pseudo-sequence H-2-Kb. The binding affinity (normalized) is 0.374. (4) The peptide sequence is FTDNNELEF. The MHC is HLA-B39:01 with pseudo-sequence HLA-B39:01. The binding affinity (normalized) is 0.0847. (5) The peptide sequence is VPVWKEATTT. The MHC is HLA-B45:01 with pseudo-sequence HLA-B45:01. The binding affinity (normalized) is 0. (6) The MHC is HLA-B27:05 with pseudo-sequence HLA-B27:05. The peptide sequence is SRIYQILQPIF. The binding affinity (normalized) is 0.696. (7) The peptide sequence is YQSMIRPPY. The MHC is HLA-A01:01 with pseudo-sequence HLA-A01:01. The binding affinity (normalized) is 0.0847. (8) The peptide sequence is YQNEVTPEY. The MHC is HLA-A26:03 with pseudo-sequence HLA-A26:03. The binding affinity (normalized) is 0.0847.